This data is from Reaction yield outcomes from USPTO patents with 853,638 reactions. The task is: Predict the reaction yield, written as a fraction of the theoretical maximum amount of product (1.0 means a 100% yield; for example, 0.34 means a 34% yield). (1) The reactants are Cl[C:2]1[C:3]2[N:11]=[C:10]([C:12]3[CH:17]=[CH:16][C:15]([F:18])=[CH:14][CH:13]=3)[CH:9]=[CH:8][C:4]=2[N:5]=[CH:6][N:7]=1.O(C1C2N=C(C3C=CC(F)=CC=3)C=CC=2N=CN=1)C1C=CC=CC=1.[CH3:43][O:44][CH2:45][CH2:46][OH:47]. No catalyst specified. The product is [CH3:43][O:44][CH2:45][CH2:46][O:47][C:2]1[C:3]2[N:11]=[C:10]([C:12]3[CH:17]=[CH:16][C:15]([F:18])=[CH:14][CH:13]=3)[CH:9]=[CH:8][C:4]=2[N:5]=[CH:6][N:7]=1. The yield is 0.780. (2) The reactants are C[O:2][C:3]1[C:12]([C:13]2[S:14][CH:15]=[CH:16][N:17]=2)=[CH:11][C:10]2[N:9]=[C:8]([C:18]3[S:19][CH:20]=[CH:21][N:22]=3)[CH:7]=[N:6][C:5]=2[C:4]=1[C:23]([O:25]C)=[O:24].B(Br)(Br)Br. The catalyst is ClCCl. The product is [OH:2][C:3]1[C:12]([C:13]2[S:14][CH:15]=[CH:16][N:17]=2)=[CH:11][C:10]2[N:9]=[C:8]([C:18]3[S:19][CH:20]=[CH:21][N:22]=3)[CH:7]=[N:6][C:5]=2[C:4]=1[C:23]([OH:25])=[O:24]. The yield is 0.810. (3) The yield is 0.680. The product is [CH2:9]([O:13][C:14]1[C:19]([C:20]([OH:22])=[O:21])=[CH:18][C:17]([I:1])=[CH:16][N:15]=1)[CH2:10][CH2:11][CH3:12]. The catalyst is FC(F)(F)C(O)=O.FC(F)(F)C(OC(=O)C(F)(F)F)=O. The reactants are [I:1]N1C(=O)CCC1=O.[CH2:9]([O:13][C:14]1[C:19]([C:20]([OH:22])=[O:21])=[CH:18][CH:17]=[CH:16][N:15]=1)[CH2:10][CH2:11][CH3:12]. (4) The reactants are [Cl:1][C:2]1[CH:3]=[C:4]([NH:8][C:9]2[N:14]=[C:13](Cl)[CH:12]=[CH:11][N:10]=2)[CH:5]=[CH:6][CH:7]=1.[NH:16]1[C:25]2[CH:24]=[CH:23][CH:22]=[C:21](O)[C:20]=2[CH2:19][CH2:18][CH2:17]1. The catalyst is O1CCOCC1. The product is [ClH:1].[Cl:1][C:2]1[CH:3]=[C:4]([NH:8][C:9]2[N:14]=[C:13]([N:16]3[C:25]4[C:20](=[CH:21][CH:22]=[CH:23][CH:24]=4)[CH2:19][CH2:18][CH2:17]3)[CH:12]=[CH:11][N:10]=2)[CH:5]=[CH:6][CH:7]=1. The yield is 0.290. (5) The reactants are [Br:1][C:2]1[CH:7]=[CH:6][C:5]([CH:8](C(OC)=O)[C:9]([O:11]C)=[O:10])=[C:4]([N+:17]([O-:19])=[O:18])[CH:3]=1. The catalyst is Cl. The product is [Br:1][C:2]1[CH:7]=[CH:6][C:5]([CH2:8][C:9]([OH:11])=[O:10])=[C:4]([N+:17]([O-:19])=[O:18])[CH:3]=1. The yield is 0.890. (6) The reactants are [Cl:1][C:2]1[C:3]2[C:10]3[CH2:11][CH2:12][N:13](C(OC(C)(C)C)=O)[CH2:14][C:9]=3[S:8][C:4]=2[N:5]=[CH:6][N:7]=1.[NH2:22][C:23]1[CH:24]=[C:25]([OH:30])[CH:26]=[C:27]([Cl:29])[CH:28]=1.Cl.O1CCOCC1. The catalyst is CC(O)C.O1CCOCC1. The product is [ClH:1].[Cl:29][C:27]1[CH:26]=[C:25]([OH:30])[CH:24]=[C:23]([NH:22][C:2]2[C:3]3[C:10]4[CH2:11][CH2:12][NH:13][CH2:14][C:9]=4[S:8][C:4]=3[N:5]=[CH:6][N:7]=2)[CH:28]=1. The yield is 0.990. (7) The reactants are Cl[C:2]1[C:3]2[O:36][CH2:35][C:12]3([C:20]4[C:15](=[CH:16][CH:17]=[CH:18][CH:19]=4)[N:14](C(C4C=CC=CC=4)C4C=CC=CC=4)[C:13]3=[O:34])[C:4]=2[C:5]2[O:10][CH2:9][CH2:8][O:7][C:6]=2[CH:11]=1.C(OCC)(=O)C.[H][H]. The catalyst is CO.[Pd]. The product is [NH:14]1[C:15]2[C:20](=[CH:19][CH:18]=[CH:17][CH:16]=2)[C:12]2([C:4]3[C:5]4[O:10][CH2:9][CH2:8][O:7][C:6]=4[CH:11]=[CH:2][C:3]=3[O:36][CH2:35]2)[C:13]1=[O:34]. The yield is 0.420. (8) The catalyst is CN(C=O)C. The product is [C:50]([NH:57][CH2:58][CH2:59][O:60][CH2:61][CH2:62][O:63][CH2:64][CH2:65][NH:66][C:10](=[O:12])[CH2:9][CH2:8][CH2:7][CH2:6][C@H:4]1[C@@H:3]2[C@@H:2]([NH:16][C:14]([NH:13]2)=[O:15])[CH2:1][S:5]1)([O:52][C:53]([CH3:56])([CH3:55])[CH3:54])=[O:51]. The reactants are [CH2:1]1[S:5][C@@H:4]([CH2:6][CH2:7][CH2:8][CH2:9][C:10]([OH:12])=O)[C@H:3]2[NH:13][C:14]([NH:16][C@@H:2]12)=[O:15].F[P-](F)(F)(F)(F)F.N1(OC(N(C)C)=[N+](C)C)C2C=CC=CC=2N=N1.CCN(C(C)C)C(C)C.[C:50]([NH:57][CH2:58][CH2:59][O:60][CH2:61][CH2:62][O:63][CH2:64][CH2:65][NH2:66])([O:52][C:53]([CH3:56])([CH3:55])[CH3:54])=[O:51]. The yield is 0.900.